This data is from Forward reaction prediction with 1.9M reactions from USPTO patents (1976-2016). The task is: Predict the product of the given reaction. (1) Given the reactants [OH:1][C:2]1[CH:7]=[CH:6][C:5]([C:8](=[O:12])[CH2:9][CH2:10][CH3:11])=[CH:4][CH:3]=1.Br[CH2:14][C:15]([O:17][CH2:18][CH3:19])=[O:16], predict the reaction product. The product is: [CH2:18]([O:17][C:15](=[O:16])[CH2:14][O:1][C:2]1[CH:3]=[CH:4][C:5]([C:8](=[O:12])[CH2:9][CH2:10][CH3:11])=[CH:6][CH:7]=1)[CH3:19]. (2) Given the reactants [CH3:1][S:2](Cl)(=[O:4])=[O:3].[Cl:6][C:7]1[CH:8]=[C:9]([CH:16]=[C:17]([Cl:19])[CH:18]=1)[CH:10]([OH:15])[C:11]([O:13][CH3:14])=[O:12].C(N(CC)CC)C.O, predict the reaction product. The product is: [Cl:6][C:7]1[CH:8]=[C:9]([CH:10]([O:15][S:2]([CH3:1])(=[O:4])=[O:3])[C:11]([O:13][CH3:14])=[O:12])[CH:16]=[C:17]([Cl:19])[CH:18]=1. (3) Given the reactants [C:1]([O:5][C:6]([N:8]1[CH2:13][CH2:12][CH:11]([N:14]2[C:18]3[CH:19]=[CH:20][C:21]([C:23](=[NH:26])[NH:24][OH:25])=[CH:22][C:17]=3[NH:16][C:15]2=[O:27])[CH2:10][CH2:9]1)=[O:7])([CH3:4])([CH3:3])[CH3:2].N1C=CC=CC=1.C(C(CCCC)[CH2:37][O:38]C(Cl)=O)C, predict the reaction product. The product is: [O:27]=[C:15]1[N:14]([CH:11]2[CH2:12][CH2:13][N:8]([C:6]([O:5][C:1]([CH3:4])([CH3:2])[CH3:3])=[O:7])[CH2:9][CH2:10]2)[C:18]2[CH:19]=[CH:20][C:21]([C:23]3[NH:26][C:37](=[O:38])[O:25][N:24]=3)=[CH:22][C:17]=2[NH:16]1. (4) The product is: [O:10]1[CH:14]=[CH:13][CH:12]=[C:11]1[CH2:15][CH2:16][C:17]1[CH:22]=[CH:21][C:20]([CH2:23][C:24]2[CH:2]=[C:1]([C:3]3[C:4]([NH2:9])=[N:5][CH:6]=[CH:7][CH:8]=3)[O:26][N:25]=2)=[CH:19][CH:18]=1. Given the reactants [C:1]([C:3]1[C:4]([NH2:9])=[N:5][CH:6]=[CH:7][CH:8]=1)#[CH:2].[O:10]1[CH:14]=[CH:13][CH:12]=[C:11]1[CH2:15][CH2:16][C:17]1[CH:22]=[CH:21][C:20]([CH2:23][C:24](Cl)=[N:25][OH:26])=[CH:19][CH:18]=1.C(N(CC)CC)C, predict the reaction product.